Dataset: Reaction yield outcomes from USPTO patents with 853,638 reactions. Task: Predict the reaction yield, written as a fraction of the theoretical maximum amount of product (1.0 means a 100% yield; for example, 0.34 means a 34% yield). (1) The reactants are [Cl:1][C:2]1[C:3](=[O:29])[N:4]([C:18]2[CH:23]=[C:22]([C:24](=O)[C:25]#[CH:26])[CH:21]=[CH:20][C:19]=2[CH3:28])[C:5]([CH3:17])=[N:6][C:7]=1[O:8][CH2:9][C:10]1[CH:15]=[CH:14][CH:13]=[C:12]([F:16])[N:11]=1.Cl.[OH:31][C:32]([CH3:37])([CH3:36])[C:33]([NH2:35])=[NH:34].C(=O)([O-])[O-].[K+].[K+]. The catalyst is C(#N)C. The product is [Cl:1][C:2]1[C:3](=[O:29])[N:4]([C:18]2[CH:23]=[C:22]([C:24]3[CH:25]=[CH:26][N:35]=[C:33]([C:32]([OH:31])([CH3:37])[CH3:36])[N:34]=3)[CH:21]=[CH:20][C:19]=2[CH3:28])[C:5]([CH3:17])=[N:6][C:7]=1[O:8][CH2:9][C:10]1[CH:15]=[CH:14][CH:13]=[C:12]([F:16])[N:11]=1. The yield is 0.310. (2) The reactants are C(OC([NH:11][C:12]([NH:33]C(OCC1C=CC=CC=1)=O)=[N:13][CH:14]([C:24]([CH3:32])([CH3:31])[O:25][SiH2:26][C:27]([CH3:30])([CH3:29])[CH3:28])[CH2:15][O:16][Si:17]([C:20]([CH3:23])([CH3:22])[CH3:21])([CH3:19])[CH3:18])=O)C1C=CC=CC=1. The catalyst is CCO.[Pd]. The product is [C:20]([Si:17]([CH3:19])([CH3:18])[O:16][CH2:15][CH:14]([NH:13][C:12]([NH2:33])=[NH:11])[C:24]([CH3:32])([CH3:31])[O:25][SiH2:26][C:27]([CH3:28])([CH3:29])[CH3:30])([CH3:21])([CH3:22])[CH3:23]. The yield is 1.06.